From a dataset of Reaction yield outcomes from USPTO patents with 853,638 reactions. Predict the reaction yield, written as a fraction of the theoretical maximum amount of product (1.0 means a 100% yield; for example, 0.34 means a 34% yield). (1) The yield is 0.420. The catalyst is C(O)C.CCCCCC. The product is [C:1]([Si:5]([CH3:7])([CH3:6])[O:8][CH:9]1[CH2:14][CH2:13][CH:12]([O:15][C:16]2[CH:21]=[CH:20][C:19]([Cl:22])=[CH:18][C:17]=2[NH2:23])[CH2:11][CH2:10]1)([CH3:4])([CH3:3])[CH3:2].[NH2:23][C:17]1[CH:18]=[C:19]([Cl:22])[CH:20]=[CH:21][C:16]=1[O:15][CH:12]1[CH2:13][CH2:14][CH:9]([OH:8])[CH2:10][CH2:11]1. The reactants are [C:1]([Si:5]([O:8][CH:9]1[CH2:14][CH2:13][CH:12]([O:15][C:16]2[CH:21]=[CH:20][C:19]([Cl:22])=[CH:18][C:17]=2[N+:23]([O-])=O)[CH2:11][CH2:10]1)([CH3:7])[CH3:6])([CH3:4])([CH3:3])[CH3:2].C(=O)(O)[O-].[Na+]. (2) The reactants are [Br:1][C:2]1[CH:7]=[CH:6][C:5]([NH:8][C:9]2[CH:20]=[N:19][CH:18]=[CH:17][C:10]=2[C:11]([NH:13][O:14][CH2:15][CH3:16])=[O:12])=[C:4]([CH3:21])[CH:3]=1.ClC1C=CC=C(C(OO)=[O:30])C=1. The catalyst is C(Cl)Cl. The product is [Br:1][C:2]1[CH:7]=[CH:6][C:5]([NH:8][C:9]2[CH:20]=[N+:19]([O-:30])[CH:18]=[CH:17][C:10]=2[C:11]([NH:13][O:14][CH2:15][CH3:16])=[O:12])=[C:4]([CH3:21])[CH:3]=1. The yield is 0.440.